From a dataset of PAMPA permeability data for FDA-approved drugs from NCATS. Regression/Classification. Given a drug SMILES string, predict its absorption, distribution, metabolism, or excretion properties. Task type varies by dataset: regression for continuous measurements (e.g., permeability, clearance, half-life) or binary classification for categorical outcomes (e.g., BBB penetration, CYP inhibition). Dataset: approved_pampa_ncats. (1) The molecule is CCN(CC)CCNC(=O)C1C(C)=NC(/C=C2\C(=O)Nc3ccc(F)cc32)=C1C. The result is 0 (low-to-moderate permeability). (2) The compound is CC[C@@]12CCCN3[C@@H]1C4=C(CC3)C5=CC=CC=C5N4C(=C2)C(=O)OCC. The result is 0 (low-to-moderate permeability).